From a dataset of Forward reaction prediction with 1.9M reactions from USPTO patents (1976-2016). Predict the product of the given reaction. (1) Given the reactants [CH2:1]([N:8]([CH2:26][C@H:27]([OH:49])[CH2:28][O:29][C:30]1[CH:35]=[CH:34][C:33]([O:36][CH2:37][C:38]2[CH:43]=[CH:42][CH:41]=[CH:40][CH:39]=2)=[C:32]([NH:44][S:45]([CH3:48])(=[O:47])=[O:46])[CH:31]=1)[CH:9]1[CH2:14][CH2:13][CH:12]([C:15]2[CH:25]=[CH:24][C:18]([C:19]([O:21]CC)=[O:20])=[CH:17][CH:16]=2)[CH2:11][CH2:10]1)[C:2]1[CH:7]=[CH:6][CH:5]=[CH:4][CH:3]=1.[OH-].[Na+], predict the reaction product. The product is: [CH2:1]([N:8]([CH2:26][C@H:27]([OH:49])[CH2:28][O:29][C:30]1[CH:35]=[CH:34][C:33]([O:36][CH2:37][C:38]2[CH:43]=[CH:42][CH:41]=[CH:40][CH:39]=2)=[C:32]([NH:44][S:45]([CH3:48])(=[O:47])=[O:46])[CH:31]=1)[C@H:9]1[CH2:14][CH2:13][C@H:12]([C:15]2[CH:16]=[CH:17][C:18]([C:19]([OH:21])=[O:20])=[CH:24][CH:25]=2)[CH2:11][CH2:10]1)[C:2]1[CH:3]=[CH:4][CH:5]=[CH:6][CH:7]=1. (2) Given the reactants Cl.[CH2:2]([O:4][C:5](=[O:38])[CH2:6][C@H:7]1[O:13][C@H:12]([C:14]2[CH:19]=[CH:18][CH:17]=[C:16]([O:20][CH2:21][CH2:22][CH2:23][NH2:24])[C:15]=2[O:25][CH3:26])[C:11]2[CH:27]=[C:28]([Cl:31])[CH:29]=[CH:30][C:10]=2[N:9]([CH2:32][C:33]([CH3:36])([CH3:35])[CH3:34])[C:8]1=[O:37])[CH3:3].[Cl:39][C:40]1[CH:45]=[CH:44][CH:43]=[CH:42][C:41]=1[CH2:46][CH2:47][CH:48]=O, predict the reaction product. The product is: [ClH:31].[CH2:2]([O:4][C:5](=[O:38])[CH2:6][C@H:7]1[O:13][C@H:12]([C:14]2[CH:19]=[CH:18][CH:17]=[C:16]([O:20][CH2:21][CH2:22][CH2:23][NH:24][CH2:48][CH2:47][CH2:46][C:41]3[CH:42]=[CH:43][CH:44]=[CH:45][C:40]=3[Cl:39])[C:15]=2[O:25][CH3:26])[C:11]2[CH:27]=[C:28]([Cl:31])[CH:29]=[CH:30][C:10]=2[N:9]([CH2:32][C:33]([CH3:34])([CH3:36])[CH3:35])[C:8]1=[O:37])[CH3:3]. (3) The product is: [CH2:13]([C:8]1[C:7]([CH2:17][NH:18][C:19](=[O:25])[O:20][C:21]([CH3:24])([CH3:23])[CH3:22])=[C:6]([C:26]2[CH:31]=[CH:30][C:29]([CH3:32])=[CH:28][CH:27]=2)[C:5]2[C:10](=[CH:11][CH:12]=[C:3]([C:1]3[N:33]=[N:34][NH:35][N:2]=3)[CH:4]=2)[N:9]=1)[CH:14]([CH3:15])[CH3:16]. Given the reactants [C:1]([C:3]1[CH:4]=[C:5]2[C:10](=[CH:11][CH:12]=1)[N:9]=[C:8]([CH2:13][CH:14]([CH3:16])[CH3:15])[C:7]([CH2:17][NH:18][C:19](=[O:25])[O:20][C:21]([CH3:24])([CH3:23])[CH3:22])=[C:6]2[C:26]1[CH:31]=[CH:30][C:29]([CH3:32])=[CH:28][CH:27]=1)#[N:2].[N-:33]=[N+:34]=[N-:35].[Na+].[Cl-].[NH4+], predict the reaction product. (4) Given the reactants [Cl:1][C:2]1[C:11]2[C:6](=[CH:7][C:8]([O:30]C)=[C:9]([C:12]3[N:17]=[N:16][C:15]([N:18]([CH3:29])[CH:19]4[CH2:24][C:23]([CH3:26])([CH3:25])[NH:22][C:21]([CH3:28])([CH3:27])[CH2:20]4)=[CH:14][CH:13]=3)[CH:10]=2)[N:5]=[C:4]([CH3:32])[CH:3]=1.B(Br)(Br)Br, predict the reaction product. The product is: [Cl:1][C:2]1[C:11]2[C:6](=[CH:7][C:8]([OH:30])=[C:9]([C:12]3[N:17]=[N:16][C:15]([N:18]([CH3:29])[CH:19]4[CH2:20][C:21]([CH3:27])([CH3:28])[NH:22][C:23]([CH3:25])([CH3:26])[CH2:24]4)=[CH:14][CH:13]=3)[CH:10]=2)[N:5]=[C:4]([CH3:32])[CH:3]=1.